This data is from Full USPTO retrosynthesis dataset with 1.9M reactions from patents (1976-2016). The task is: Predict the reactants needed to synthesize the given product. (1) Given the product [Cl:5][C:6]1[CH:7]=[C:8]([NH:12][C:13]([N:15]2[CH2:20][CH2:19][C:18]3[NH:21][N:22]=[C:23]([C:24](=[O:25])[CH2:2][CH3:1])[C:17]=3[CH2:16]2)=[O:14])[CH:9]=[CH:10][CH:11]=1, predict the reactants needed to synthesize it. The reactants are: [CH3:1][CH2:2][Mg+].[Br-].[Cl:5][C:6]1[CH:7]=[C:8]([NH:12][C:13]([N:15]2[CH2:20][CH2:19][C:18]3[NH:21][N:22]=[C:23]([C:24](N(OC)C)=[O:25])[C:17]=3[CH2:16]2)=[O:14])[CH:9]=[CH:10][CH:11]=1.CC(=O)OCC. (2) The reactants are: Br[C:2]1[CH:7]=[N:6][C:5]([CH3:8])=[CH:4][N:3]=1.[CH3:9][CH:10]([O-:12])[CH3:11].[Na+]. Given the product [CH:10]([O:12][C:2]1[CH:7]=[N:6][C:5]([CH3:8])=[CH:4][N:3]=1)([CH3:11])[CH3:9], predict the reactants needed to synthesize it.